This data is from Catalyst prediction with 721,799 reactions and 888 catalyst types from USPTO. The task is: Predict which catalyst facilitates the given reaction. (1) Reactant: [CH2:1]([C:4]1([S:7]([NH:10][C:11]([C@@:13]2([NH:18]C(=O)OC(C)(C)C)[CH2:15][C@H:14]2[CH:16]=[CH2:17])=[O:12])(=[O:9])=[O:8])[CH2:6][CH2:5]1)[CH2:2][CH3:3].Cl. Product: [NH2:18][C@:13]1([C:11]([NH:10][S:7]([C:4]2([CH2:1][CH2:2][CH3:3])[CH2:6][CH2:5]2)(=[O:9])=[O:8])=[O:12])[CH2:15][C@H:14]1[CH:16]=[CH2:17]. The catalyst class is: 12. (2) Reactant: [C:1]([N:8]1[CH2:13][CH2:12][CH:11]([NH:14][CH3:15])[CH2:10][CH2:9]1)([O:3][C:4]([CH3:7])([CH3:6])[CH3:5])=[O:2].[F:16][C:17]1[CH:24]=[CH:23][C:20]([CH:21]=O)=[C:19]([C:25]([F:28])([F:27])[F:26])[CH:18]=1.C(O[BH-](OC(=O)C)OC(=O)C)(=O)C.[Na+]. Product: [F:16][C:17]1[CH:24]=[CH:23][C:20]([CH2:21][N:14]([CH3:15])[CH:11]2[CH2:10][CH2:9][N:8]([C:1]([O:3][C:4]([CH3:6])([CH3:5])[CH3:7])=[O:2])[CH2:13][CH2:12]2)=[C:19]([C:25]([F:28])([F:27])[F:26])[CH:18]=1. The catalyst class is: 2. (3) The catalyst class is: 2. Product: [CH3:17][O:16][C:13]1[CH:14]=[C:15]2[C:10](=[CH:11][C:12]=1[O:18][CH3:19])[C:9]([C:20](=[O:32])[C:21]1[CH:26]=[CH:25][CH:24]=[C:23]([O:27][CH2:28][C:29]([N:33]3[CH2:38][CH2:37][O:36][CH2:35][CH2:34]3)=[O:30])[CH:22]=1)=[N:8][CH:7]=[C:6]2[C:4]([OH:3])=[O:5]. Reactant: C([O:3][C:4]([C:6]1[C:15]2[C:10](=[CH:11][C:12]([O:18][CH3:19])=[C:13]([O:16][CH3:17])[CH:14]=2)[C:9]([C:20](=[O:32])[C:21]2[CH:26]=[CH:25][CH:24]=[C:23]([O:27][CH2:28][C:29](O)=[O:30])[CH:22]=2)=[N:8][CH:7]=1)=[O:5])C.[NH:33]1[CH2:38][CH2:37][O:36][CH2:35][CH2:34]1.CN(C(ON1N=NC2C=CC=CC1=2)=[N+](C)C)C.F[P-](F)(F)(F)(F)F.C(N(CC)CC)C. (4) Product: [ClH:1].[ClH:38].[NH2:29][CH2:28][CH2:27][NH:26][C:24]([NH:23][C:15]1[CH:16]=[CH:17][C:18]2[NH:19][C:20]3[N:21]=[C:5]([NH:6][C:7]4[CH:8]=[CH:9][CH:10]=[C:11]([CH:37]=4)[CH2:12][CH2:13][C:14]=1[CH:22]=2)[N:4]=[CH:3][C:2]=3[Cl:1])=[O:25]. The catalyst class is: 158. Reactant: [Cl:1][C:2]1[CH:3]=[N:4][C:5]2[NH:6][C:7]3[CH:8]=[CH:9][CH:10]=[C:11]([CH:37]=3)[CH2:12][CH2:13][C:14]3[CH:22]=[C:18]([NH:19][C:20]=1[N:21]=2)[CH:17]=[CH:16][C:15]=3[NH:23][C:24]([NH:26][CH2:27][CH2:28][NH:29]C(=O)OC(C)(C)C)=[O:25].[ClH:38].O1CCOCC1. (5) Reactant: [NH2:1][N:2]1[C:7](=[O:8])[C:6]([C:9]2[NH:14][C:13]3[CH:15]=[CH:16][CH:17]=[CH:18][C:12]=3[S:11](=[O:20])(=[O:19])[N:10]=2)=[C:5]([OH:21])[C:4]2[S:22][CH:23]=[CH:24][C:3]1=2.[N:25]1[CH:30]=[CH:29][CH:28]=[CH:27][C:26]=1[CH:31]=O. Product: [O:19]=[S:11]1(=[O:20])[C:12]2[CH:18]=[CH:17][CH:16]=[CH:15][C:13]=2[NH:14][C:9]([C:6]2[C:7](=[O:8])[N:2]([N:1]=[CH:31][C:26]3[CH:27]=[CH:28][CH:29]=[CH:30][N:25]=3)[C:3]3[CH:24]=[CH:23][S:22][C:4]=3[C:5]=2[OH:21])=[N:10]1. The catalyst class is: 80. (6) Reactant: [OH:1][CH:2]([C:11]1[CH:16]=[CH:15][C:14]([C:17]2[N:21]=[C:20]([C:22]3[O:26][N:25]=[C:24]([C:27]4[CH:32]=[CH:31][CH:30]=[CH:29][CH:28]=4)[C:23]=3[C:33]([F:36])([F:35])[F:34])[O:19][N:18]=2)=[CH:13][CH:12]=1)[C:3]([NH:5][CH2:6][CH2:7][C:8](O)=[O:9])=[O:4].C[N:38]1[CH2:43][CH2:42][O:41]C[CH2:39]1.[CH3:44]N(C(ON1N=NC2C=CC=NC1=2)=[N+](C)C)C.F[P-](F)(F)(F)(F)F. Product: [OH:1][CH:2]([C:11]1[CH:16]=[CH:15][C:14]([C:17]2[N:21]=[C:20]([C:22]3[O:26][N:25]=[C:24]([C:27]4[CH:28]=[CH:29][CH:30]=[CH:31][CH:32]=4)[C:23]=3[C:33]([F:36])([F:34])[F:35])[O:19][N:18]=2)=[CH:13][CH:12]=1)[C:3]([NH:5][CH2:6][CH2:7][C:8]([N:38]1[CH2:43][C:42]([OH:41])([CH3:44])[CH2:39]1)=[O:9])=[O:4]. The catalyst class is: 3. (7) The catalyst class is: 11. Product: [Cl:29][C:30]1[CH:38]=[C:37]2[C:33]([C@@:34]3([C:24]4([CH2:25][CH2:26][C:21]([CH3:28])([CH3:20])[CH2:22][CH2:23]4)[N:12]4[C@@H:11]([C:10](=[O:13])[O:9][C@@H:8]([C:14]5[CH:15]=[CH:16][CH:17]=[CH:18][CH:19]=5)[C@H:7]4[C:1]4[CH:6]=[CH:5][CH:4]=[CH:3][CH:2]=4)[C@@H:40]3[C:41]3[CH:46]=[CH:45][CH:44]=[C:43]([Cl:47])[C:42]=3[F:48])[C:35](=[O:39])[NH:36]2)=[CH:32][CH:31]=1. Reactant: [C:1]1([C@H:7]2[NH:12][CH2:11][C:10](=[O:13])[O:9][C@H:8]2[C:14]2[CH:19]=[CH:18][CH:17]=[CH:16][CH:15]=2)[CH:6]=[CH:5][CH:4]=[CH:3][CH:2]=1.[CH3:20][C:21]1([CH3:28])[CH2:26][CH2:25][C:24](=O)[CH2:23][CH2:22]1.[Cl:29][C:30]1[CH:38]=[C:37]2[C:33]([C:34](=[CH:40][C:41]3[CH:46]=[CH:45][CH:44]=[C:43]([Cl:47])[C:42]=3[F:48])[C:35](=[O:39])[NH:36]2)=[CH:32][CH:31]=1.